Dataset: Catalyst prediction with 721,799 reactions and 888 catalyst types from USPTO. Task: Predict which catalyst facilitates the given reaction. (1) Reactant: C(OC([N:8]1[CH2:13][CH2:12][N:11]([C:14]2[CH:19]=[CH:18][C:17]([NH:20][C:21]([C:23]3[O:24][C:25]4[C:30]([C:31](=[O:33])[CH:32]=3)=[CH:29][CH:28]=[CH:27][C:26]=4[N:34]3[CH2:39][CH2:38][N:37]([CH3:40])[CH2:36][CH2:35]3)=[O:22])=[CH:16][CH:15]=2)[CH2:10][CH2:9]1)=O)(C)(C)C. Product: [N:11]1([C:14]2[CH:19]=[CH:18][C:17]([NH:20][C:21]([C:23]3[O:24][C:25]4[C:30]([C:31](=[O:33])[CH:32]=3)=[CH:29][CH:28]=[CH:27][C:26]=4[N:34]3[CH2:35][CH2:36][N:37]([CH3:40])[CH2:38][CH2:39]3)=[O:22])=[CH:16][CH:15]=2)[CH2:12][CH2:13][NH:8][CH2:9][CH2:10]1. The catalyst class is: 13. (2) Reactant: [Cl:1][C:2]1[C:7]2[CH:8]=[N:9][NH:10][C:6]=2[CH:5]=[C:4]([Cl:11])[N:3]=1.[CH3:12][C:13]1[N:14]=[C:15]2[CH:20]=[CH:19][C:18]([CH2:21]O)=[CH:17][N:16]2[CH:23]=1.C1(P(C2C=CC=CC=2)C2C=CC=CC=2)C=CC=CC=1.N(/C(OC(C)C)=O)=N\C(OC(C)C)=O. Product: [Cl:1][C:2]1[C:7]2=[CH:8][N:9]([CH2:21][C:18]3[CH:19]=[CH:20][C:15]4[N:16]([CH:23]=[C:13]([CH3:12])[N:14]=4)[CH:17]=3)[N:10]=[C:6]2[CH:5]=[C:4]([Cl:11])[N:3]=1. The catalyst class is: 1. (3) Reactant: [F:1][C:2]1[CH:3]=[C:4]([C:9]2([O:14][CH3:15])[CH2:13][CH2:12][NH:11][CH2:10]2)[CH:5]=[CH:6][C:7]=1[F:8].C(=O)([O-])[O-].[K+].[K+].I[CH2:23][CH3:24].C(=O)([O-])[O-].[Na+].[Na+]. Product: [F:1][C:2]1[CH:3]=[C:4]([C:9]2([O:14][CH3:15])[CH2:13][CH2:12][N:11]([CH2:23][CH3:24])[CH2:10]2)[CH:5]=[CH:6][C:7]=1[F:8]. The catalyst class is: 115. (4) Reactant: [F:1][C:2]([F:38])([F:37])[C:3]1[CH:4]=[C:5]([CH:30]=[C:31]([C:33]([F:36])([F:35])[F:34])[CH:32]=1)[CH2:6][N:7]([CH3:29])[C:8](=[O:28])[C:9]1[C:14]([C:15]2[CH:20]=[CH:19][CH:18]=[CH:17][C:16]=2[CH3:21])=[CH:13][C:12]([N:22]2[CH2:27][CH2:26][NH:25][CH2:24][CH2:23]2)=[N:11][CH:10]=1.Br[CH2:40][CH2:41][OH:42].C(=O)([O-])[O-].[K+].[K+].[OH-].[Na+]. Product: [F:38][C:2]([F:37])([F:1])[C:3]1[CH:4]=[C:5]([CH:30]=[C:31]([C:33]([F:35])([F:36])[F:34])[CH:32]=1)[CH2:6][N:7]([CH3:29])[C:8](=[O:28])[C:9]1[C:14]([C:15]2[CH:20]=[CH:19][CH:18]=[CH:17][C:16]=2[CH3:21])=[CH:13][C:12]([N:22]2[CH2:23][CH2:24][N:25]([CH2:40][CH2:41][OH:42])[CH2:26][CH2:27]2)=[N:11][CH:10]=1. The catalyst class is: 10. (5) Reactant: C([O:5][C:6](=O)[CH2:7][O:8][CH:9]1[C:18]2[CH:19]=[CH:20][CH:21]=[CH:22][C:17]=2[CH2:16][CH2:15][C:14]2[O:13][C:12]([CH3:23])=[N:11][C:10]1=2)(C)(C)C.[H-].[Al+3].[Li+].[H-].[H-].[H-]. Product: [CH3:23][C:12]1[O:13][C:14]2[CH2:15][CH2:16][C:17]3[CH:22]=[CH:21][CH:20]=[CH:19][C:18]=3[CH:9]([O:8][CH2:7][CH2:6][OH:5])[C:10]=2[N:11]=1. The catalyst class is: 28. (6) Reactant: Cl.[O:2]([C:9]1[CH:14]=[CH:13][C:12]([N:15]2[C:19]([CH:20]3[CH2:25][CH2:24][NH:23][CH2:22][CH2:21]3)=[CH:18][C:17]([C:26]([NH2:28])=[O:27])=[N:16]2)=[CH:11][CH:10]=1)[C:3]1[CH:8]=[CH:7][CH:6]=[CH:5][CH:4]=1.CCN(C(C)C)C(C)C.[C:38](Cl)(=[O:41])[CH:39]=[CH2:40]. Product: [C:38]([N:23]1[CH2:24][CH2:25][CH:20]([C:19]2[N:15]([C:12]3[CH:13]=[CH:14][C:9]([O:2][C:3]4[CH:8]=[CH:7][CH:6]=[CH:5][CH:4]=4)=[CH:10][CH:11]=3)[N:16]=[C:17]([C:26]([NH2:28])=[O:27])[CH:18]=2)[CH2:21][CH2:22]1)(=[O:41])[CH:39]=[CH2:40]. The catalyst class is: 2.